This data is from Forward reaction prediction with 1.9M reactions from USPTO patents (1976-2016). The task is: Predict the product of the given reaction. (1) The product is: [F:10][C:11]1[CH:16]=[CH:15][CH:14]=[CH:13][C:12]=1[C:17]1[N:21]2[N:22]=[C:23]([NH:26][C:7]([C:4]3[CH:5]=[CH:6][N:2]([CH3:1])[N:3]=3)=[O:8])[CH:24]=[CH:25][C:20]2=[N:19][CH:18]=1. Given the reactants [CH3:1][N:2]1[CH:6]=[CH:5][C:4]([C:7](Cl)=[O:8])=[N:3]1.[F:10][C:11]1[CH:16]=[CH:15][CH:14]=[CH:13][C:12]=1[C:17]1[N:21]2[N:22]=[C:23]([NH2:26])[CH:24]=[CH:25][C:20]2=[N:19][CH:18]=1.CCN(CC)CC, predict the reaction product. (2) The product is: [CH3:1][N:2]1[CH:6]=[CH:5][N:4]=[C:3]1[CH:7]1[C:16]2=[N:30][NH:31][C:18](=[O:20])[C:14]3[CH:13]=[CH:12][CH:11]=[C:10]([C:15]=32)[NH:9][CH:8]1[C:23]1[CH:24]=[CH:25][CH:26]=[CH:27][CH:28]=1. Given the reactants [CH3:1][N:2]1[CH:6]=[CH:5][N:4]=[C:3]1[CH:7]1[C:16](=O)[C:15]2[C:14]([C:18]([O:20]CC)=O)=[CH:13][CH:12]=[CH:11][C:10]=2[NH:9][CH:8]1[C:23]1[CH:28]=[CH:27][CH:26]=[CH:25][CH:24]=1.O.[NH2:30][NH2:31], predict the reaction product. (3) Given the reactants [C:1]([C:3]1[C:8]([CH3:9])=[CH:7][C:6]([CH:10]([NH:12]C(=O)OC(C)(C)C)[CH3:11])=[C:5]([O:20][CH2:21][CH3:22])[C:4]=1[C:23]1[CH:24]=[N:25][CH:26]=[C:27]([S:29]([CH3:32])(=[O:31])=[O:30])[CH:28]=1)#[N:2], predict the reaction product. The product is: [NH2:12][CH:10]([C:6]1[CH:7]=[C:8]([CH3:9])[C:3]([C:1]#[N:2])=[C:4]([C:23]2[CH:24]=[N:25][CH:26]=[C:27]([S:29]([CH3:32])(=[O:31])=[O:30])[CH:28]=2)[C:5]=1[O:20][CH2:21][CH3:22])[CH3:11].